Task: Predict which catalyst facilitates the given reaction.. Dataset: Catalyst prediction with 721,799 reactions and 888 catalyst types from USPTO (1) Reactant: [CH3:1][C:2]1[CH:3]=[C:4]([C:8](O)=[CH:9][C:10]2[CH:15]=[CH:14][N:13]=[CH:12][N:11]=2)[CH:5]=[CH:6][CH:7]=1.C([O-])(=O)C.[Na+].BrBr.[NH2:24][C:25]([NH2:27])=[S:26].C(=O)([O-])O.[Na+]. Product: [CH3:1][C:2]1[CH:3]=[C:4]([C:8]2[N:24]=[C:25]([NH2:27])[S:26][C:9]=2[C:10]2[CH:15]=[CH:14][N:13]=[CH:12][N:11]=2)[CH:5]=[CH:6][CH:7]=1. The catalyst class is: 15. (2) Reactant: [CH2:1]([O:3][C:4]([C:6]1([C:9]2[N:19]=[C:12]3[C:13]([O:17][CH3:18])=[CH:14][CH:15]=[CH:16][N:11]3[N:10]=2)[CH2:8][CH2:7]1)=[O:5])[CH3:2].[I:20]N1C(=O)CCC1=O.B(F)(F)F.[O-]S([O-])(=S)=O.[Na+].[Na+]. Product: [CH2:1]([O:3][C:4]([C:6]1([C:9]2[N:19]=[C:12]3[C:13]([O:17][CH3:18])=[CH:14][CH:15]=[C:16]([I:20])[N:11]3[N:10]=2)[CH2:8][CH2:7]1)=[O:5])[CH3:2]. The catalyst class is: 250. (3) Reactant: [Cl:1][C:2]1[CH:3]=[C:4]([C@@H:8]2[C@@H:13]([C:14]3[CH:19]=[CH:18][C:17]([Cl:20])=[CH:16][CH:15]=3)[N:12]([CH:21]([CH2:24][CH3:25])[CH2:22][CH3:23])[C:11](=[O:26])[C:10](=[CH:27][C:28]([O:30]C(C)(C)C)=[O:29])[O:9]2)[CH:5]=[CH:6][CH:7]=1. Product: [Cl:1][C:2]1[CH:3]=[C:4]([C@@H:8]2[C@@H:13]([C:14]3[CH:19]=[CH:18][C:17]([Cl:20])=[CH:16][CH:15]=3)[N:12]([CH:21]([CH2:22][CH3:23])[CH2:24][CH3:25])[C:11](=[O:26])[C@H:10]([CH2:27][C:28]([OH:30])=[O:29])[O:9]2)[CH:5]=[CH:6][CH:7]=1. The catalyst class is: 458. (4) Reactant: Br[C:2]1[CH:16]=[CH:15][C:5]([CH2:6][CH2:7][NH:8][C:9](=[O:14])[C:10]([F:13])([F:12])[F:11])=[CH:4][CH:3]=1.[C-:17]#[N:18].[Na+]. Product: [C:17]([C:2]1[CH:16]=[CH:15][C:5]([CH2:6][CH2:7][NH:8][C:9](=[O:14])[C:10]([F:13])([F:12])[F:11])=[CH:4][CH:3]=1)#[N:18]. The catalyst class is: 37. (5) Reactant: FC(F)(F)C(O)=O.[NH:8]1[CH2:13][CH2:12][CH:11]([CH2:14][O:15][C:16]2[CH:21]=[CH:20][C:19]([C:22]3[CH:32]=[CH:31][C:25]4[S:26](=[O:30])(=[O:29])[CH2:27][CH2:28][C:24]=4[CH:23]=3)=[CH:18][CH:17]=2)[CH2:10][CH2:9]1.C([O-])([O-])=O.[K+].[K+].[CH3:39][C:40]1([CH3:43])[CH2:42][O:41]1. Product: [OH:41][C:40]([CH3:43])([CH3:42])[CH2:39][N:8]1[CH2:13][CH2:12][CH:11]([CH2:14][O:15][C:16]2[CH:17]=[CH:18][C:19]([C:22]3[CH:32]=[CH:31][C:25]4[S:26](=[O:30])(=[O:29])[CH2:27][CH2:28][C:24]=4[CH:23]=3)=[CH:20][CH:21]=2)[CH2:10][CH2:9]1. The catalyst class is: 88. (6) Reactant: C[Si](Br)(C)C.[C:6]([O:11][C:12]1[CH:17]=[CH:16][C:15]([P:18](OCC)([CH2:20][P:21]([O:26]CC)([O:23]CC)=[O:22])=[O:19])=[CH:14][C:13]=1[C:32]([CH3:64])([CH3:63])[CH2:33][C:34]([N:36]1[CH2:41][CH2:40][N:39]([C:42]2[C:51]([O:52][CH3:53])=[C:50]3[C:45]([C:46](=[O:60])[C:47]([C:57]([OH:59])=[O:58])=[CH:48][N:49]3[CH:54]3[CH2:56][CH2:55]3)=[CH:44][C:43]=2[F:61])[CH2:38][CH:37]1[CH3:62])=[O:35])(=[O:10])[CH2:7][CH2:8][CH3:9].N1C(C)=CC=CC=1C. The catalyst class is: 2. Product: [C:6]([O:11][C:12]1[C:13]([C:32]([CH3:63])([CH3:64])[CH2:33][C:34]([N:36]2[CH2:41][CH2:40][N:39]([C:42]3[C:51]([O:52][CH3:53])=[C:50]4[C:45]([C:46](=[O:60])[C:47]([C:57]([OH:59])=[O:58])=[CH:48][N:49]4[CH:54]4[CH2:56][CH2:55]4)=[CH:44][C:43]=3[F:61])[CH2:38][CH:37]2[CH3:62])=[O:35])=[CH:14][C:15](=[P:18]([CH2:20][P:21]([OH:26])([OH:23])=[O:22])=[O:19])[CH2:16][CH:17]=1)(=[O:10])[CH2:7][CH2:8][CH3:9].